The task is: Binary Classification. Given a drug SMILES string, predict its activity (active/inactive) in a high-throughput screening assay against a specified biological target.. This data is from Choline transporter screen with 302,306 compounds. (1) The result is 0 (inactive). The drug is O=C(NC1CCCC1)C(N(c1ccc(cc1)C(=O)C)C(=O)c1occc1)c1c(OC)c(OC)ccc1. (2) The molecule is Fc1cc(C(=O)NC(=O)Nc2c(cc(nc2C)C)C)ccc1. The result is 0 (inactive). (3) The molecule is S(c1n(Cc2ccccc2)c(nn1)Cc1ccccc1)CC(=O)Nc1sc(nn1)CC. The result is 0 (inactive).